Dataset: Forward reaction prediction with 1.9M reactions from USPTO patents (1976-2016). Task: Predict the product of the given reaction. (1) Given the reactants C(O[C:6]([N:8]1[CH2:12][C:11](=[N:13][O:14][CH3:15])[CH2:10][C@H:9]1[C:16]([OH:18])=O)=[O:7])(C)(C)C.[CH3:19][C:20]1[CH:25]=[CH:24][CH:23]=[C:22]([CH3:26])[C:21]=1[C:27]1[CH:32]=[CH:31][C:30](C(O)=O)=[CH:29][CH:28]=1.[NH2:36][CH2:37][CH:38]([C:40]1[CH:41]=[C:42]([OH:46])[CH:43]=[CH:44][CH:45]=1)[OH:39], predict the reaction product. The product is: [OH:39][CH:38]([C:40]1[CH:45]=[CH:44][CH:43]=[C:42]([OH:46])[CH:41]=1)[CH2:37][NH:36][C:16]([C@@H:9]1[CH2:10][C:11](=[N:13][O:14][CH3:15])[CH2:12][N:8]1[C:6]([C:30]1[CH:29]=[CH:28][C:27]([C:21]2[C:22]([CH3:26])=[CH:23][CH:24]=[CH:25][C:20]=2[CH3:19])=[CH:32][CH:31]=1)=[O:7])=[O:18]. (2) Given the reactants [CH2:1]([N:8]([CH2:32][CH2:33][OH:34])[CH2:9][CH:10]([C:12]1[C:16]([CH3:17])=[C:15]([C:18]2[CH:23]=[CH:22][C:21]([Cl:24])=[CH:20][CH:19]=2)[N:14]([C:25]2[CH:30]=[CH:29][CH:28]=[CH:27][C:26]=2[Cl:31])[N:13]=1)O)[C:2]1[CH:7]=[CH:6][CH:5]=[CH:4][CH:3]=1, predict the reaction product. The product is: [CH2:1]([N:8]1[CH2:32][CH2:33][O:34][CH:10]([C:12]2[C:16]([CH3:17])=[C:15]([C:18]3[CH:19]=[CH:20][C:21]([Cl:24])=[CH:22][CH:23]=3)[N:14]([C:25]3[CH:30]=[CH:29][CH:28]=[CH:27][C:26]=3[Cl:31])[N:13]=2)[CH2:9]1)[C:2]1[CH:3]=[CH:4][CH:5]=[CH:6][CH:7]=1. (3) Given the reactants Cl[C:2]1[CH:7]=[C:6]([C:8]#[N:9])[CH:5]=[C:4]([C:10]2[CH:11]=[N:12][C:13]([C:16]([F:19])([F:18])[F:17])=[CH:14][CH:15]=2)[N:3]=1.[F-:20].[K+], predict the reaction product. The product is: [F:20][C:2]1[CH:7]=[C:6]([C:8]#[N:9])[CH:5]=[C:4]([C:10]2[CH:11]=[N:12][C:13]([C:16]([F:19])([F:18])[F:17])=[CH:14][CH:15]=2)[N:3]=1. (4) Given the reactants C[O:2][C:3](=O)[C:4]1[CH:9]=[CH:8][C:7]([CH2:10][N:11]([CH2:22][C:23]2[NH:27][C:26]3[CH:28]=[CH:29][CH:30]=[CH:31][C:25]=3[N:24]=2)[CH:12]2[C:21]3[N:20]=[CH:19][CH:18]=[CH:17][C:16]=3[CH2:15][CH2:14][CH2:13]2)=[CH:6][CH:5]=1.O.[NH2:34][NH2:35].C(=O)(O)[O-].[Na+], predict the reaction product. The product is: [NH:24]1[C:25]2[CH:31]=[CH:30][CH:29]=[CH:28][C:26]=2[N:27]=[C:23]1[CH2:22][N:11]([CH2:10][C:7]1[CH:6]=[CH:5][C:4]([C:3]([NH:34][NH2:35])=[O:2])=[CH:9][CH:8]=1)[CH:12]1[C:21]2[N:20]=[CH:19][CH:18]=[CH:17][C:16]=2[CH2:15][CH2:14][CH2:13]1. (5) Given the reactants Cl.[CH3:2][O:3][C:4](=[O:29])[C@H:5]([CH2:7][C:8]1[CH:13]=[CH:12][C:11]([C:14]2[C:15](=[O:28])[N:16]([CH2:21][C:22]3[CH:27]=[CH:26][CH:25]=[CH:24][CH:23]=3)[CH:17]=[C:18]([Cl:20])[CH:19]=2)=[CH:10][CH:9]=1)[NH2:6].[Cl:30][C:31]1[CH:39]=[CH:38][CH:37]=[C:36]([CH3:40])[C:32]=1[C:33](O)=[O:34].CCN(C(C)C)C(C)C.CN(C(ON1N=NC2C=CC=CC1=2)=[N+](C)C)C.F[P-](F)(F)(F)(F)F, predict the reaction product. The product is: [CH3:2][O:3][C:4](=[O:29])[C@H:5]([CH2:7][C:8]1[CH:9]=[CH:10][C:11]([C:14]2[C:15](=[O:28])[N:16]([CH2:21][C:22]3[CH:27]=[CH:26][CH:25]=[CH:24][CH:23]=3)[CH:17]=[C:18]([Cl:20])[CH:19]=2)=[CH:12][CH:13]=1)[NH:6][C:33]([C:32]1[C:36]([CH3:40])=[CH:37][CH:38]=[CH:39][C:31]=1[Cl:30])=[O:34].